The task is: Regression. Given two drug SMILES strings and cell line genomic features, predict the synergy score measuring deviation from expected non-interaction effect.. This data is from NCI-60 drug combinations with 297,098 pairs across 59 cell lines. (1) Drug 1: COC1=CC(=CC(=C1O)OC)C2C3C(COC3=O)C(C4=CC5=C(C=C24)OCO5)OC6C(C(C7C(O6)COC(O7)C8=CC=CS8)O)O. Drug 2: CC1C(C(CC(O1)OC2CC(CC3=C2C(=C4C(=C3O)C(=O)C5=CC=CC=C5C4=O)O)(C(=O)C)O)N)O. Cell line: SR. Synergy scores: CSS=50.4, Synergy_ZIP=-14.0, Synergy_Bliss=-26.8, Synergy_Loewe=-25.1, Synergy_HSA=-22.9. (2) Synergy scores: CSS=51.4, Synergy_ZIP=-7.97, Synergy_Bliss=-7.77, Synergy_Loewe=-0.462, Synergy_HSA=1.56. Cell line: OVCAR-4. Drug 1: C1=C(C(=O)NC(=O)N1)F. Drug 2: C1C(C(OC1N2C=C(C(=O)NC2=O)F)CO)O. (3) Drug 1: C#CCC(CC1=CN=C2C(=N1)C(=NC(=N2)N)N)C3=CC=C(C=C3)C(=O)NC(CCC(=O)O)C(=O)O. Drug 2: C(CN)CNCCSP(=O)(O)O. Cell line: NCI-H322M. Synergy scores: CSS=-3.05, Synergy_ZIP=2.49, Synergy_Bliss=2.04, Synergy_Loewe=-2.63, Synergy_HSA=-2.44. (4) Drug 1: CC(C1=C(C=CC(=C1Cl)F)Cl)OC2=C(N=CC(=C2)C3=CN(N=C3)C4CCNCC4)N. Drug 2: CS(=O)(=O)OCCCCOS(=O)(=O)C. Cell line: SW-620. Synergy scores: CSS=23.0, Synergy_ZIP=-6.63, Synergy_Bliss=-6.37, Synergy_Loewe=-18.2, Synergy_HSA=-7.56. (5) Drug 1: COC1=CC(=CC(=C1O)OC)C2C3C(COC3=O)C(C4=CC5=C(C=C24)OCO5)OC6C(C(C7C(O6)COC(O7)C8=CC=CS8)O)O. Drug 2: C1C(C(OC1N2C=NC(=NC2=O)N)CO)O. Cell line: SK-MEL-28. Synergy scores: CSS=18.7, Synergy_ZIP=-6.66, Synergy_Bliss=6.02, Synergy_Loewe=-0.204, Synergy_HSA=3.99. (6) Drug 1: C1=CN(C(=O)N=C1N)C2C(C(C(O2)CO)O)O.Cl. Drug 2: CC1=C(C=C(C=C1)NC(=O)C2=CC=C(C=C2)CN3CCN(CC3)C)NC4=NC=CC(=N4)C5=CN=CC=C5. Cell line: K-562. Synergy scores: CSS=51.3, Synergy_ZIP=-10.4, Synergy_Bliss=-18.4, Synergy_Loewe=-15.7, Synergy_HSA=-13.3.